Dataset: Peptide-MHC class I binding affinity with 185,985 pairs from IEDB/IMGT. Task: Regression. Given a peptide amino acid sequence and an MHC pseudo amino acid sequence, predict their binding affinity value. This is MHC class I binding data. (1) The peptide sequence is IAGFIEGGW. The MHC is HLA-A02:01 with pseudo-sequence HLA-A02:01. The binding affinity (normalized) is 0.0847. (2) The peptide sequence is VDCSPGIW. The MHC is H-2-Kk with pseudo-sequence H-2-Kk. The binding affinity (normalized) is 0.0929. (3) The peptide sequence is SALANWKIL. The MHC is HLA-A02:02 with pseudo-sequence HLA-A02:02. The binding affinity (normalized) is 0.258. (4) The peptide sequence is LSSKNNEHY. The MHC is HLA-A30:01 with pseudo-sequence HLA-A30:01. The binding affinity (normalized) is 0.0847. (5) The peptide sequence is LLWFLTGTFV. The MHC is HLA-A02:06 with pseudo-sequence HLA-A02:06. The binding affinity (normalized) is 0.733. (6) The peptide sequence is HVVWAANEL. The MHC is HLA-A02:01 with pseudo-sequence HLA-A02:01. The binding affinity (normalized) is 0.140. (7) The peptide sequence is KMKDPKMYH. The MHC is HLA-B18:01 with pseudo-sequence HLA-B18:01. The binding affinity (normalized) is 0.0847.